From a dataset of Forward reaction prediction with 1.9M reactions from USPTO patents (1976-2016). Predict the product of the given reaction. (1) Given the reactants [CH:1]([Mg]Br)=[CH2:2].[Br:5][C:6]1[C:7]([CH3:15])=[N:8][CH:9]=[C:10]([N+:12]([O-])=O)[CH:11]=1, predict the reaction product. The product is: [Br:5][C:6]1[C:7]([CH3:15])=[N:8][CH:9]=[C:10]2[NH:12][CH:1]=[CH:2][C:11]=12. (2) Given the reactants C(NC(C)C)(C)C.[F:8][C:9]1[CH:14]=[CH:13][CH:12]=[C:11]([I:15])[CH:10]=1.[Li+].CC([N-]C(C)C)C.CN([CH:27]=[O:28])C, predict the reaction product. The product is: [F:8][C:9]1[CH:14]=[CH:13][CH:12]=[C:11]([I:15])[C:10]=1[CH:27]=[O:28]. (3) Given the reactants Cl[C:2]1[N:10]([CH2:11][C:12]2[CH:19]=[CH:18][CH:17]=[CH:16][C:13]=2[C:14]#[N:15])[C:9]2[C:8](=[O:20])[N:7]([CH3:21])[C:6](=[O:22])[N:5]([CH3:23])[C:4]=2[N:3]=1.Cl.Cl.[NH2:26][CH:27]1[CH2:32][CH2:31][CH2:30][NH:29][CH2:28]1.C(N(CC)CC)C, predict the reaction product. The product is: [NH2:26][CH:27]1[CH2:32][CH2:31][CH2:30][N:29]([C:2]2[N:10]([CH2:11][C:12]3[CH:19]=[CH:18][CH:17]=[CH:16][C:13]=3[C:14]#[N:15])[C:9]3[C:8](=[O:20])[N:7]([CH3:21])[C:6](=[O:22])[N:5]([CH3:23])[C:4]=3[N:3]=2)[CH2:28]1.